This data is from Full USPTO retrosynthesis dataset with 1.9M reactions from patents (1976-2016). The task is: Predict the reactants needed to synthesize the given product. Given the product [OH:36][CH2:37][CH2:38][N+:39]([CH3:42])([CH3:41])[CH3:40].[OH:36][CH2:37][CH2:38][N+:39]([CH3:42])([CH3:41])[CH3:40].[OH:1][C:2]1[C:7]([NH:8]/[N:9]=[C:10]2/[C:11]([CH3:26])=[N:12][N:13]([C:16]3[CH:25]=[CH:24][C:23]4[CH2:22][CH2:21][CH2:20][CH2:19][C:18]=4[CH:17]=3)[C:14]/2=[O:15])=[CH:6][CH:5]=[CH:4][C:3]=1[C:27]1[O:31][C:30]([C:32]([OH:34])=[O:33])=[CH:29][CH:28]=1, predict the reactants needed to synthesize it. The reactants are: [OH:1][C:2]1[C:7]([NH:8]/[N:9]=[C:10]2/[C:11]([CH3:26])=[N:12][N:13]([C:16]3[CH:25]=[CH:24][C:23]4[CH2:22][CH2:21][CH2:20][CH2:19][C:18]=4[CH:17]=3)[C:14]/2=[O:15])=[CH:6][CH:5]=[CH:4][C:3]=1[C:27]1[O:31][C:30]([C:32]([OH:34])=[O:33])=[CH:29][CH:28]=1.[OH-].[OH:36][CH2:37][CH2:38][N+:39]([CH3:42])([CH3:41])[CH3:40].CO.